Task: Predict which catalyst facilitates the given reaction.. Dataset: Catalyst prediction with 721,799 reactions and 888 catalyst types from USPTO (1) Reactant: C([O:8][CH2:9][CH2:10][C@H:11]1[CH2:15][N:14]([C:16]2[CH:17]=[N:18][C:19]([C:22]([F:25])([F:24])[F:23])=[CH:20][CH:21]=2)[C:13](=[O:26])[NH:12]1)C1C=CC=CC=1. Product: [OH:8][CH2:9][CH2:10][C@H:11]1[CH2:15][N:14]([C:16]2[CH:17]=[N:18][C:19]([C:22]([F:25])([F:24])[F:23])=[CH:20][CH:21]=2)[C:13](=[O:26])[NH:12]1. The catalyst class is: 293. (2) Reactant: [Cl:1][C:2]1[CH:3]=[C:4]([CH:28]=[C:29]([O:32][CH3:33])[C:30]=1[OH:31])[CH2:5][NH:6][C:7]1[CH:12]=[CH:11][C:10]([O:13][CH2:14][C:15]#[CH:16])=[CH:9][C:8]=1[C:17]([C:19]1[CH:24]=[CH:23][C:22]([CH:25]([CH3:27])[CH3:26])=[CH:21][CH:20]=1)=O.[O-:34][C:35]#[N:36].[Na+]. Product: [Cl:1][C:2]1[CH:3]=[C:4]([CH:28]=[C:29]([O:32][CH3:33])[C:30]=1[OH:31])[CH2:5][N:6]1[C:7]2[C:8](=[CH:9][C:10]([O:13][CH2:14][C:15]#[CH:16])=[CH:11][CH:12]=2)[C:17]([C:19]2[CH:24]=[CH:23][C:22]([CH:25]([CH3:27])[CH3:26])=[CH:21][CH:20]=2)=[N:36][C:35]1=[O:34]. The catalyst class is: 15. (3) Reactant: [Cl:1][C:2]1[C:9]([CH3:10])=[C:8]([N:11]2[CH2:15][C@@H:14]3[C@H:16]([N:19]=[N+]=[N-])[CH2:17][CH2:18][N:13]3[C:12]2=[O:22])[CH:7]=[CH:6][C:3]=1[C:4]#[N:5]. Product: [NH2:19][C@H:16]1[CH:14]2[N:13]([C:12](=[O:22])[N:11]([C:8]3[CH:7]=[CH:6][C:3]([C:4]#[N:5])=[C:2]([Cl:1])[C:9]=3[CH3:10])[CH2:15]2)[CH2:18][CH2:17]1. The catalyst class is: 458. (4) Reactant: [CH:1]([C:4]1[CH:5]=[N:6][N:7]2[C:12](N(C)C3C=CC=CC=3)=[N:11][C:10]([S:21][CH3:22])=[N:9][C:8]=12)([CH3:3])[CH3:2].[Br:23][C:24]1[CH:31]=[CH:30][C:27]([CH2:28][NH2:29])=[CH:26][CH:25]=1. Product: [Br:23][C:24]1[CH:31]=[CH:30][C:27]([CH2:28][NH:29][C:12]2[N:7]3[N:6]=[CH:5][C:4]([CH:1]([CH3:3])[CH3:2])=[C:8]3[N:9]=[C:10]([S:21][CH3:22])[N:11]=2)=[CH:26][CH:25]=1. The catalyst class is: 14. (5) Reactant: [CH2:1]([CH:9]1[CH2:14][N:13](S(C2C=CC(C)=CC=2)(=O)=O)[CH2:12][CH2:11][N:10]1S(C1C=CC(C)=CC=1)(=O)=O)[CH2:2][C:3]1[CH:8]=[CH:7][CH:6]=[CH:5][CH:4]=1.C1C2C(=CC=CC=2)C=CC=1. Product: [CH2:1]([CH:9]1[CH2:14][NH:13][CH2:12][CH2:11][NH:10]1)[CH2:2][C:3]1[CH:4]=[CH:5][CH:6]=[CH:7][CH:8]=1. The catalyst class is: 1. (6) The catalyst class is: 794. Reactant: [C:1]([O:14][CH2:15][C@H:16]([CH2:31][O:32]P(OCCN)(O)=O)OC(=O)CCCCCCCCCCC)(=O)[CH2:2][CH2:3][CH2:4][CH2:5][CH2:6][CH2:7][CH2:8][CH2:9][CH2:10][CH2:11][CH3:12].CP(CCP(C)C)C.[C:48]([O:63]C[C@H](COP(OCCN)(O)=O)OC(=O)CCCCCCCCCCCCC)(=[O:62])[CH2:49]CCCCCCCCCCCC.[C:91](OC[C@H](COP(OCCN)(O)=O)OC(=O)CCCCCCCCCCCCCCC)(=O)[CH2:92][CH2:93]CCCCCCCCCCCCC.CCN(CC[O:145]C1C=CC(CC2C=CC=CC=2)=CC=1)CC.Cl.C(OC[C@H](COP(OCCN)(O)=O)OC(=O)CCCCCCCCCCCCCCCCC)(=O)CCCCCCCCCCCCCCCCC.CCCCCCCCCCCCCCCCCC(OCC(OC(CCCCCCCCCCCCCCCCC)=O)COP(OCCN)(O)=O)=O. Product: [CH:10]1[CH:11]=[CH:12][C:49]([C:48]([OH:63])=[O:62])=[C:8]([C:7]2[C:6]3[CH:5]=[CH:4][C:3]([OH:145])=[CH:2][C:1]=3[O:14][C:15]3[C:93]=2[CH:92]=[CH:91][C:31]([CH:16]=3)=[O:32])[CH:9]=1. (7) Reactant: [CH2:1]([O:3][CH:4]1[CH2:11][CH:10]2[CH:6]([CH2:7][CH:8]([NH:12][CH2:13][C:14]([N:16]3[CH2:20][CH2:19][CH2:18][CH:17]3[C:21]#[N:22])=[O:15])[CH2:9]2)[CH2:5]1)[CH3:2].[ClH:23]. Product: [ClH:23].[CH2:1]([O:3][CH:4]1[CH2:5][CH:6]2[CH:10]([CH2:9][CH:8]([NH:12][CH2:13][C:14]([N:16]3[CH2:20][CH2:19][CH2:18][CH:17]3[C:21]#[N:22])=[O:15])[CH2:7]2)[CH2:11]1)[CH3:2]. The catalyst class is: 28.